From a dataset of Forward reaction prediction with 1.9M reactions from USPTO patents (1976-2016). Predict the product of the given reaction. Given the reactants [CH2:1]([O:3][C:4](=[O:21])[CH:5]([NH:11][S:12]([CH2:15][CH2:16][CH2:17][N:18]=[N+]=[N-])(=[O:14])=[O:13])[C:6]([O:8][CH2:9][CH3:10])=[O:7])[CH3:2].[H][H], predict the reaction product. The product is: [CH2:9]([O:8][C:6](=[O:7])[CH:5]([NH:11][S:12]([CH2:15][CH2:16][CH2:17][NH2:18])(=[O:13])=[O:14])[C:4]([O:3][CH2:1][CH3:2])=[O:21])[CH3:10].